From a dataset of Full USPTO retrosynthesis dataset with 1.9M reactions from patents (1976-2016). Predict the reactants needed to synthesize the given product. (1) Given the product [NH2:1][C:4]1[CH:5]=[C:6]([C:10]2[CH:19]=[CH:18][CH:17]=[C:16]3[C:11]=2[CH:12]=[CH:13][N:14]=[CH:15]3)[CH:7]=[CH:8][CH:9]=1, predict the reactants needed to synthesize it. The reactants are: [N+:1]([C:4]1[CH:5]=[C:6]([C:10]2[CH:19]=[CH:18][CH:17]=[C:16]3[C:11]=2[CH:12]=[CH:13][N:14]=[CH:15]3)[CH:7]=[CH:8][CH:9]=1)([O-])=O. (2) Given the product [Br:1][C:2]1[CH:3]=[C:4]([CH:7]=[C:8]([F:10])[CH:9]=1)[CH2:5][N:15]1[CH2:16][CH2:17][N:12]([CH3:11])[CH2:13][CH2:14]1, predict the reactants needed to synthesize it. The reactants are: [Br:1][C:2]1[CH:3]=[C:4]([CH:7]=[C:8]([F:10])[CH:9]=1)[CH:5]=O.[CH3:11][N:12]1[CH2:17][CH2:16][NH:15][CH2:14][CH2:13]1.CC(O)=O.[BH3-]C#N.[Na+]. (3) Given the product [CH3:3][O:4][C:5](=[O:24])[CH2:6][C:7]1[CH:12]=[CH:11][CH:10]=[C:9]([CH2:13][N:14]([CH2:26][CH2:27][O:28][C:29]2[CH:34]=[CH:33][CH:32]=[C:31]([Cl:35])[CH:30]=2)[S:15]([C:18]2[CH:19]=[N:20][CH:21]=[CH:22][CH:23]=2)(=[O:17])=[O:16])[CH:8]=1, predict the reactants needed to synthesize it. The reactants are: [H-].[Na+].[CH3:3][O:4][C:5](=[O:24])[CH2:6][C:7]1[CH:12]=[CH:11][CH:10]=[C:9]([CH2:13][NH:14][S:15]([C:18]2[CH:19]=[N:20][CH:21]=[CH:22][CH:23]=2)(=[O:17])=[O:16])[CH:8]=1.Br[CH2:26][CH2:27][O:28][C:29]1[CH:34]=[CH:33][CH:32]=[C:31]([Cl:35])[CH:30]=1. (4) The reactants are: [CH3:1][O:2][C:3]1[C:8]([O:9][CH3:10])=[C:7]([O:11][CH3:12])[CH:6]=[C:5]([CH3:13])[C:4]=1[CH:14]([C:16]1[C:17]([O:24][CH3:25])=[N:18][CH:19]=[C:20]([Cl:23])[C:21]=1[CH3:22])[OH:15]. Given the product [CH3:1][O:2][C:3]1[C:8]([O:9][CH3:10])=[C:7]([O:11][CH3:12])[CH:6]=[C:5]([CH3:13])[C:4]=1[C:14]([C:16]1[C:17]([O:24][CH3:25])=[N:18][CH:19]=[C:20]([Cl:23])[C:21]=1[CH3:22])=[O:15], predict the reactants needed to synthesize it. (5) The reactants are: [CH2:1]([O:3][C:4](=[O:22])[CH:5]([NH:11][C:12]([O:14][CH2:15][C:16]1[CH:21]=[CH:20][CH:19]=[CH:18][CH:17]=1)=[O:13])[CH2:6][CH2:7][C:8]([OH:10])=O)[CH3:2].CCN=C=NCCCN(C)C.[CH2:34]([O:36][C:37](=[O:42])[C@H:38]([CH2:40][OH:41])[NH2:39])[CH3:35]. Given the product [CH2:1]([O:3][C:4](=[O:22])[CH:5]([NH:11][C:12]([O:14][CH2:15][C:16]1[CH:21]=[CH:20][CH:19]=[CH:18][CH:17]=1)=[O:13])[CH2:6][CH2:7][C:8](=[O:10])[NH:39][CH:38]([C:37]([O:36][CH2:34][CH3:35])=[O:42])[CH2:40][OH:41])[CH3:2], predict the reactants needed to synthesize it. (6) Given the product [NH2:1][C:2]1[CH:14]=[CH:13][C:12]([I:22])=[CH:11][C:3]=1[C:4]([O:6][C:7]([CH3:10])([CH3:9])[CH3:8])=[O:5], predict the reactants needed to synthesize it. The reactants are: [NH2:1][C:2]1[CH:14]=[CH:13][CH:12]=[CH:11][C:3]=1[C:4]([O:6][C:7]([CH3:10])([CH3:9])[CH3:8])=[O:5].C1C(=O)N([I:22])C(=O)C1. (7) Given the product [Cl:27][C:10]1[CH:11]=[C:12]([C:15]2[O:16][CH:17]=[C:18]([CH2:20][N:21]3[CH2:22][CH2:23][CH2:24][CH2:25][CH2:26]3)[N:19]=2)[CH:13]=[CH:14][C:9]=1[OH:8], predict the reactants needed to synthesize it. The reactants are: C([O:8][C:9]1[CH:14]=[CH:13][C:12]([C:15]2[O:16][CH:17]=[C:18]([CH2:20][N:21]3[CH2:26][CH2:25][CH2:24][CH2:23][CH2:22]3)[N:19]=2)=[CH:11][C:10]=1[Cl:27])C1C=CC=CC=1.B(F)(F)F.CCOCC.C(OCC)C. (8) Given the product [Br:8][C:20]1[C:12]([O:11][CH2:9][CH3:10])=[CH:13][C:14]2[O:18][CH2:17][O:16][C:15]=2[CH:19]=1, predict the reactants needed to synthesize it. The reactants are: C1C(=O)N([Br:8])C(=O)C1.[CH2:9]([O:11][C:12]1[CH:20]=[CH:19][C:15]2[O:16][CH2:17][O:18][C:14]=2[CH:13]=1)[CH3:10].O.